From a dataset of Full USPTO retrosynthesis dataset with 1.9M reactions from patents (1976-2016). Predict the reactants needed to synthesize the given product. (1) Given the product [NH2:1][C:4]1[C:13]([S:14][CH2:15][C:16]2[CH:17]=[CH:18][C:19]([O:22][CH3:23])=[CH:20][CH:21]=2)=[CH:12][C:7]([C:8]([O:10][CH3:11])=[O:9])=[C:6]([NH:24][C:25]2[CH:30]=[CH:29][CH:28]=[CH:27][C:26]=2[Cl:31])[C:5]=1[F:32], predict the reactants needed to synthesize it. The reactants are: [N:1]([C:4]1[C:13]([S:14][CH2:15][C:16]2[CH:21]=[CH:20][C:19]([O:22][CH3:23])=[CH:18][CH:17]=2)=[CH:12][C:7]([C:8]([O:10][CH3:11])=[O:9])=[C:6]([NH:24][C:25]2[CH:30]=[CH:29][CH:28]=[CH:27][C:26]=2[Cl:31])[C:5]=1[F:32])=[N+]=[N-].[H][H]. (2) Given the product [C:25]([C:29]1[CH:30]=[CH:31][C:32]([C:35]2[C:43]3[C:38](=[CH:39][CH:40]=[CH:41][CH:42]=3)[N:37]([CH2:2][C:3]3[CH:4]=[C:5]([C:10]4[CH:15]=[CH:14][C:13]([C:16]([O:18][CH3:19])=[O:17])=[CH:12][CH:11]=4)[CH:6]=[CH:7][C:8]=3[CH3:9])[C:36]=2[C:44]([O:46][CH2:47][CH3:48])=[O:45])=[CH:33][CH:34]=1)([CH3:28])([CH3:26])[CH3:27], predict the reactants needed to synthesize it. The reactants are: O[CH2:2][C:3]1[CH:4]=[C:5]([C:10]2[CH:15]=[CH:14][C:13]([C:16]([O:18][CH3:19])=[O:17])=[CH:12][CH:11]=2)[CH:6]=[CH:7][C:8]=1[CH3:9].CS(Cl)(=O)=O.[C:25]([C:29]1[CH:34]=[CH:33][C:32]([C:35]2[C:43]3[C:38](=[CH:39][CH:40]=[CH:41][CH:42]=3)[NH:37][C:36]=2[C:44]([O:46][CH2:47][CH3:48])=[O:45])=[CH:31][CH:30]=1)([CH3:28])([CH3:27])[CH3:26].C([O-])([O-])=O.[K+].[K+]. (3) Given the product [CH3:1][C:2]1[CH:10]=[CH:9][C:8]2[N:7]([C:19]3[CH:20]=[C:21]4[C:26](=[CH:27][CH:28]=3)[N:25]=[C:24]([CH3:29])[CH:23]=[CH:22]4)[C:6]3[CH:11]4[CH2:12][CH2:13][N:14]([CH2:15][C:5]=3[C:4]=2[CH:3]=1)[CH2:16][CH2:17]4, predict the reactants needed to synthesize it. The reactants are: [CH3:1][C:2]1[CH:10]=[CH:9][C:8]2[NH:7][C:6]3[CH:11]4[CH2:17][CH2:16][N:14]([CH2:15][C:5]=3[C:4]=2[CH:3]=1)[CH2:13][CH2:12]4.Br[C:19]1[CH:20]=[C:21]2[C:26](=[CH:27][CH:28]=1)[N:25]=[C:24]([CH3:29])[CH:23]=[CH:22]2. (4) Given the product [Cl:2][C:3]1[CH:7]=[CH:6][N:5]([C:11]2[CH:12]=[N:13][CH:14]=[CH:15][CH:16]=2)[N:4]=1, predict the reactants needed to synthesize it. The reactants are: Cl.[Cl:2][C:3]1[CH:7]=[C:6](C(O)=O)[N:5]([C:11]2[CH:12]=[N:13][CH:14]=[CH:15][CH:16]=2)[N:4]=1.C(OCC)(=O)C. (5) Given the product [CH2:18]([O:10][C:8]1[CH:9]=[C:4]([CH:5]=[CH:6][C:7]=1[CH3:11])[NH2:1])[C:19]1[CH:24]=[CH:23][CH:22]=[CH:21][CH:20]=1, predict the reactants needed to synthesize it. The reactants are: [N+:1]([C:4]1[CH:5]=[CH:6][C:7]([CH3:11])=[C:8]([OH:10])[CH:9]=1)([O-])=O.C(=O)([O-])[O-].[K+].[K+].[CH2:18](Br)[C:19]1[CH:24]=[CH:23][CH:22]=[CH:21][CH:20]=1. (6) Given the product [CH2:1]([O:8][C:9]1[N:14]=[C:13]2[N:15]=[CH:16][N:17]([C:19]3[CH:20]=[CH:21][CH:22]=[CH:23][C:18]=3[CH3:27])[C:12]2=[CH:11][CH:10]=1)[C:2]1[CH:3]=[CH:4][CH:5]=[CH:6][CH:7]=1, predict the reactants needed to synthesize it. The reactants are: [CH2:1]([O:8][C:9]1[N:14]=[C:13]2[NH:15][CH:16]=[N:17][C:12]2=[CH:11][CH:10]=1)[C:2]1[CH:7]=[CH:6][CH:5]=[CH:4][CH:3]=1.[C:18]1([CH3:27])[CH:23]=[CH:22][CH:21]=[CH:20][C:19]=1B(O)O.C(OC1N=C2N(C3C=CC=CC=3C)C=NC2=CC=1)C1C=CC=CC=1. (7) The reactants are: [F:1][C:2]1[CH:11]=[C:10]2[C:5]([N:6]=[CH:7][C:8](=[O:32])[N:9]2[CH2:12][CH2:13][N:14]2[CH2:19][CH2:18][CH:17]([NH:20][CH2:21][C:22]3[CH:26]=[C:25]([C:27]4[S:28][CH:29]=[CH:30][CH:31]=4)[O:24][N:23]=3)[CH2:16][CH2:15]2)=[CH:4][CH:3]=1.[ClH:33].C(OCC)(=O)C. Given the product [ClH:33].[F:1][C:2]1[CH:11]=[C:10]2[C:5]([N:6]=[CH:7][C:8](=[O:32])[N:9]2[CH2:12][CH2:13][N:14]2[CH2:15][CH2:16][CH:17]([NH:20][CH2:21][C:22]3[CH:26]=[C:25]([C:27]4[S:28][CH:29]=[CH:30][CH:31]=4)[O:24][N:23]=3)[CH2:18][CH2:19]2)=[CH:4][CH:3]=1, predict the reactants needed to synthesize it. (8) Given the product [Cl:26][C:16]1[CH:17]=[C:18]([S:21]([CH2:24][CH3:25])(=[O:22])=[O:23])[CH:19]=[CH:20][C:15]=1[CH2:14][N:7]1[C:8]2=[N:9][CH:10]=[CH:11][CH:12]=[C:13]2[C:5]([CH2:4][C:3]([OH:28])=[O:2])=[C:6]1[CH3:27], predict the reactants needed to synthesize it. The reactants are: C[O:2][C:3](=[O:28])[CH2:4][C:5]1[C:13]2[C:8](=[N:9][CH:10]=[CH:11][CH:12]=2)[N:7]([CH2:14][C:15]2[CH:20]=[CH:19][C:18]([S:21]([CH2:24][CH3:25])(=[O:23])=[O:22])=[CH:17][C:16]=2[Cl:26])[C:6]=1[CH3:27].[OH-].[Na+].